From a dataset of Catalyst prediction with 721,799 reactions and 888 catalyst types from USPTO. Predict which catalyst facilitates the given reaction. (1) Reactant: [NH2:1][C:2]1[CH:3]=[C:4]([C:8]2[C:22]([C:23]3[CH:28]=[CH:27][N:26]=[C:25]([NH:29][CH:30]4[CH2:34][CH2:33][CH2:32][CH2:31]4)[N:24]=3)=[C:11]3[CH:12]=[CH:13][CH:14]=[C:15]([NH:16][CH:17]4[CH2:21][CH2:20][CH2:19][CH2:18]4)[N:10]3[N:9]=2)[CH:5]=[CH:6][CH:7]=1.N1C=CC=CC=1.[CH3:41][S:42](Cl)(=[O:44])=[O:43].C(OCC)(=O)C. Product: [CH:17]1([NH:16][C:15]2[N:10]3[N:9]=[C:8]([C:4]4[CH:3]=[C:2]([NH:1][S:42]([CH3:41])(=[O:44])=[O:43])[CH:7]=[CH:6][CH:5]=4)[C:22]([C:23]4[CH:28]=[CH:27][N:26]=[C:25]([NH:29][CH:30]5[CH2:31][CH2:32][CH2:33][CH2:34]5)[N:24]=4)=[C:11]3[CH:12]=[CH:13][CH:14]=2)[CH2:21][CH2:20][CH2:19][CH2:18]1. The catalyst class is: 35. (2) Reactant: C([O:4][C:5]1[CH:20]=[CH:19][C:8]([CH:9]=[CH:10][C:11]2[CH:16]=[C:15]([OH:17])[CH:14]=[C:13]([F:18])[CH:12]=2)=[CH:7][CH:6]=1)(=O)C.Cl. Product: [F:18][C:13]1[CH:12]=[C:11]([CH:10]=[CH:9][C:8]2[CH:19]=[CH:20][C:5]([OH:4])=[CH:6][CH:7]=2)[CH:16]=[C:15]([OH:17])[CH:14]=1. The catalyst class is: 71. (3) Reactant: [N+:1]([C:4]1[C:5]([CH:10]=[O:11])=[N:6][CH:7]=[CH:8][CH:9]=1)([O-])=O. Product: [NH2:1][C:4]1[C:5]([CH:10]=[O:11])=[N:6][CH:7]=[CH:8][CH:9]=1. The catalyst class is: 50. (4) Reactant: [Cl:1][C:2]1[CH:7]=[C:6]([Cl:8])[CH:5]=[CH:4][C:3]=1[CH2:9][N:10]1[C:15](=[O:16])[C:14]([C:17]([NH:19][CH2:20][C:21]([O:23]CC)=[O:22])=[O:18])=[C:13]([OH:26])[C:12]([C:27](OC)=[O:28])=[C:11]1[OH:31].[CH3:32][O:33][C:34]1[C:35]([NH2:40])=[CH:36][CH:37]=[CH:38][CH:39]=1. Product: [Cl:1][C:2]1[CH:7]=[C:6]([Cl:8])[CH:5]=[CH:4][C:3]=1[CH2:9][N:10]1[C:11]([OH:31])=[C:12]([C:27]([NH:40][C:35]2[CH:36]=[CH:37][CH:38]=[CH:39][C:34]=2[O:33][CH3:32])=[O:28])[C:13]([OH:26])=[C:14]([C:17]([NH:19][CH2:20][C:21]([OH:23])=[O:22])=[O:18])[C:15]1=[O:16]. The catalyst class is: 22. (5) Reactant: [O:1]=[C:2]1[C:10]2([C:14]3=[CH:15][C:16]4[O:20][CH2:19][O:18][C:17]=4[CH:21]=[C:13]3[O:12][CH2:11]2)[C:9]2[C:4](=[CH:5][CH:6]=[CH:7][CH:8]=2)[N:3]1[CH2:22][C:23]1[O:24][CH:25]=[C:26]([C:28]([O:30]C)=[O:29])[N:27]=1.[OH-].[Na+].Cl. Product: [O:1]=[C:2]1[C:10]2([C:14]3=[CH:15][C:16]4[O:20][CH2:19][O:18][C:17]=4[CH:21]=[C:13]3[O:12][CH2:11]2)[C:9]2[C:4](=[CH:5][CH:6]=[CH:7][CH:8]=2)[N:3]1[CH2:22][C:23]1[O:24][CH:25]=[C:26]([C:28]([OH:30])=[O:29])[N:27]=1. The catalyst class is: 30. (6) Reactant: [N+:1]([C:4]1[CH:9]=[CH:8][CH:7]=[CH:6][C:5]=1[CH2:10][CH2:11][NH2:12])([O-:3])=[O:2].O=[C:14]1[CH2:19][CH2:18][N:17]([C:20]([O:22][C:23]([CH3:26])([CH3:25])[CH3:24])=[O:21])[CH2:16][CH2:15]1.C(O)(=O)C.[BH3-]C#N.[Na+]. Product: [N+:1]([C:4]1[CH:9]=[CH:8][CH:7]=[CH:6][C:5]=1[CH2:10][CH2:11][NH:12][CH:14]1[CH2:19][CH2:18][N:17]([C:20]([O:22][C:23]([CH3:26])([CH3:25])[CH3:24])=[O:21])[CH2:16][CH2:15]1)([O-:3])=[O:2]. The catalyst class is: 5.